Task: Predict the reactants needed to synthesize the given product.. Dataset: Full USPTO retrosynthesis dataset with 1.9M reactions from patents (1976-2016) (1) Given the product [NH2:18][C:10]1[O:11][C@H:12]([C:14]([F:16])([F:17])[F:15])[CH2:13][C@:8]([C:6]2[CH:7]=[C:2]([NH:1][C:30](=[O:31])[C:27]3[CH:26]=[CH:25][C:24]([O:23][CH2:22][F:21])=[CH:29][N:28]=3)[CH:3]=[CH:4][C:5]=2[F:20])([CH3:19])[N:9]=1, predict the reactants needed to synthesize it. The reactants are: [NH2:1][C:2]1[CH:3]=[CH:4][C:5]([F:20])=[C:6]([C@:8]2([CH3:19])[CH2:13][C@@H:12]([C:14]([F:17])([F:16])[F:15])[O:11][C:10]([NH2:18])=[N:9]2)[CH:7]=1.[F:21][CH2:22][O:23][C:24]1[CH:25]=[CH:26][C:27]([C:30](O)=[O:31])=[N:28][CH:29]=1. (2) Given the product [NH2:3][C:4]1[N:9]=[CH:8][N:7]=[C:6]2[N:10]([CH:16]([C:18]3[C:19]([O:31][CH3:32])=[C:20]([CH:27]4[CH2:30][N:29]([CH2:34][CH:35]([F:37])[F:36])[CH2:28]4)[C:21]([CH3:26])=[C:22]([CH:25]=3)[C:23]#[N:24])[CH3:17])[N:11]=[C:12]([CH:13]([F:14])[F:15])[C:5]=12, predict the reactants needed to synthesize it. The reactants are: Cl.Cl.[NH2:3][C:4]1[N:9]=[CH:8][N:7]=[C:6]2[N:10]([CH:16]([C:18]3[C:19]([O:31][CH3:32])=[C:20]([CH:27]4[CH2:30][NH:29][CH2:28]4)[C:21]([CH3:26])=[C:22]([CH:25]=3)[C:23]#[N:24])[CH3:17])[N:11]=[C:12]([CH:13]([F:15])[F:14])[C:5]=12.Br[CH2:34][CH:35]([F:37])[F:36].C(N(CC)CC)C. (3) Given the product [N:1]1[CH:6]=[CH:5][CH:4]=[CH:3][C:2]=1[C:7]1[O:8][C:9]([C:12]2[CH:17]=[CH:16][CH:15]=[C:14]([C:19]#[N:20])[CH:13]=2)=[N:10][N:11]=1, predict the reactants needed to synthesize it. The reactants are: [N:1]1[CH:6]=[CH:5][CH:4]=[CH:3][C:2]=1[C:7]1[O:8][C:9]([C:12]2[CH:17]=[CH:16][CH:15]=[C:14](I)[CH:13]=2)=[N:10][N:11]=1.[CH3:19][N:20](C)C=O. (4) Given the product [CH2:1]([N:8]([C:30]1[CH:31]=[CH:32][C:33]([OH:39])=[C:34]([CH:38]=1)[C:35]([OH:37])=[O:36])[C:9](=[O:29])[CH2:10][N:11]([CH3:22])[S:12]([C:15]1[CH:20]=[CH:19][C:18]([CH3:21])=[CH:17][CH:16]=1)(=[O:14])=[O:13])[C:2]1[CH:3]=[CH:4][CH:5]=[CH:6][CH:7]=1, predict the reactants needed to synthesize it. The reactants are: [CH2:1]([N:8]([C:30]1[CH:31]=[CH:32][C:33]([OH:39])=[C:34]([CH:38]=1)[C:35]([OH:37])=[O:36])[C:9](=[O:29])[CH2:10][N:11]([CH2:22]C1C=CC=CC=1)[S:12]([C:15]1[CH:20]=[CH:19][C:18]([CH3:21])=[CH:17][CH:16]=1)(=[O:14])=[O:13])[C:2]1[CH:7]=[CH:6][CH:5]=[CH:4][CH:3]=1.C(#N)C. (5) Given the product [NH2:33][CH2:32][CH2:31][N:29]1[CH:30]=[C:26]([CH2:25][C@@H:17]2[C@H:16]([NH:15][C:13](=[O:14])/[C:12](=[N:11]\[O:10][C:7]([CH3:9])([CH3:8])[C:6]([OH:54])=[O:5])/[C:41]3[N:42]=[C:43]([NH2:46])[S:44][CH:45]=3)[C:19](=[O:20])[N:18]2[S:21]([OH:24])(=[O:22])=[O:23])[N:27]=[N:28]1, predict the reactants needed to synthesize it. The reactants are: C([O:5][C:6](=[O:54])[C:7]([O:10]/[N:11]=[C:12](/[C:41]1[N:42]=[C:43]([NH:46]C(OC(C)(C)C)=O)[S:44][CH:45]=1)\[C:13]([NH:15][C@@H:16]1[C:19](=[O:20])[N:18]([S:21]([OH:24])(=[O:23])=[O:22])[C@@H:17]1[CH2:25][C:26]1[N:27]=[N:28][N:29]([CH2:31][CH2:32][NH:33]C(OC(C)(C)C)=O)[CH:30]=1)=[O:14])([CH3:9])[CH3:8])(C)(C)C.C(O)(C(F)(F)F)=O.